Dataset: Reaction yield outcomes from USPTO patents with 853,638 reactions. Task: Predict the reaction yield, written as a fraction of the theoretical maximum amount of product (1.0 means a 100% yield; for example, 0.34 means a 34% yield). (1) The reactants are [CH2:1]([O:3][C:4]([CH:6]1[CH2:11][CH:10]([OH:12])[CH2:9][NH:8][CH2:7]1)=[O:5])[CH3:2].[F:13][C:14]1[CH:22]=[CH:21][C:17]([C:18](O)=[O:19])=[CH:16][CH:15]=1.C1C=NC2N(O)N=NC=2C=1.CCN=C=NCCCN(C)C.Cl.C(N(CC)CC)C. The yield is 1.00. The product is [CH2:1]([O:3][C:4]([CH:6]1[CH2:11][CH:10]([OH:12])[CH2:9][N:8]([C:18](=[O:19])[C:17]2[CH:21]=[CH:22][C:14]([F:13])=[CH:15][CH:16]=2)[CH2:7]1)=[O:5])[CH3:2]. The catalyst is C(Cl)Cl. (2) The product is [C:1](=[O:20])([O:18][CH3:19])[O:2][C:3]1[CH:8]=[C:7]([NH2:9])[C:6]([Br:12])=[CH:5][C:4]=1[CH:13]1[CH2:17][CH2:16][CH2:15][CH2:14]1. The yield is 0.540. The reactants are [C:1](=[O:20])([O:18][CH3:19])[O:2][C:3]1[CH:8]=[C:7]([N+:9]([O-])=O)[C:6]([Br:12])=[CH:5][C:4]=1[CH:13]1[CH2:17][CH2:16][CH2:15][CH2:14]1.[BH4-].[Na+].C(OCC)(=O)C.CCCCCC. The catalyst is CO.Cl[Ni]Cl. (3) The reactants are Br[C:2]1[CH:17]=[CH:16][C:5]([CH2:6][CH2:7][NH:8][C:9](=[O:15])[O:10][C:11]([CH3:14])([CH3:13])[CH3:12])=[CH:4][CH:3]=1.[B:18]1([B:18]2[O:22][C:21]([CH3:24])([CH3:23])[C:20]([CH3:26])([CH3:25])[O:19]2)[O:22][C:21]([CH3:24])([CH3:23])[C:20]([CH3:26])([CH3:25])[O:19]1.C([O-])(=O)C.[K+]. The catalyst is O1CCOCC1. The product is [CH3:25][C:20]1([CH3:26])[C:21]([CH3:24])([CH3:23])[O:22][B:18]([C:2]2[CH:17]=[CH:16][C:5]([CH2:6][CH2:7][NH:8][C:9](=[O:15])[O:10][C:11]([CH3:14])([CH3:13])[CH3:12])=[CH:4][CH:3]=2)[O:19]1. The yield is 0.700. (4) The reactants are Cl[C:2]1[C:3]([CH:5]=[C:6]([NH:10][C:11]2[C:20]3[C:15](=[CH:16][C:17]([O:23][CH2:24][CH2:25][O:26][CH3:27])=[C:18]([O:21][CH3:22])[CH:19]=3)[N:14]=[CH:13][CH:12]=2)[C:7](=[O:9])[CH:8]=1)=[O:4].Cl.[NH+:29]1[CH:34]=CC=C[CH:30]=1.CNC. The catalyst is O1CCCC1. The product is [CH3:30][N:29]([CH3:34])[C:2]1[C:3]([CH:5]=[C:6]([NH:10][C:11]2[C:20]3[C:15](=[CH:16][C:17]([O:23][CH2:24][CH2:25][O:26][CH3:27])=[C:18]([O:21][CH3:22])[CH:19]=3)[N:14]=[CH:13][CH:12]=2)[C:7](=[O:9])[CH:8]=1)=[O:4]. The yield is 0.780. (5) The reactants are [I:1][C:2]1[CH:3]=[C:4]2[C:8](=[CH:9][CH:10]=1)[NH:7][C:6](=[O:11])[C:5]2=O.[NH:13]([C:15]([C:17]1[CH:22]=[CH:21][C:20]([NH:23][C:24](=[O:33])[CH2:25][CH2:26][C:27]2[CH:32]=[CH:31][CH:30]=[CH:29][CH:28]=2)=[CH:19][CH:18]=1)=[O:16])[NH2:14]. The catalyst is C(O)(=O)C. The product is [I:1][C:2]1[CH:3]=[C:4]2[C:8](=[CH:9][CH:10]=1)[NH:7][C:6](=[O:11])[C:5]2=[N:14][NH:13][C:15]([C:17]1[CH:18]=[CH:19][C:20]([NH:23][C:24](=[O:33])[CH2:25][CH2:26][C:27]2[CH:28]=[CH:29][CH:30]=[CH:31][CH:32]=2)=[CH:21][CH:22]=1)=[O:16]. The yield is 0.770. (6) The catalyst is O1CCCC1.[Ti]. The reactants are [CH3:1][N:2]1[CH:7]=[C:6]([C:8]2[CH:13]=[C:12]([CH2:14][S:15]([CH3:18])(=[O:17])=[O:16])[CH:11]=[CH:10][C:9]=2[NH:19][CH2:20][C:21]2[CH:26]=[CH:25][CH:24]=[CH:23][C:22]=2[O:27][CH2:28][C:29]2[CH:34]=[CH:33][CH:32]=[CH:31][N:30]=2)[C:5]2[CH:35]=[CH:36][NH:37][C:4]=2[C:3]1=[O:38].C=O.[C:41](=O)(O)[O-].[Na+].C(OCC)(=O)C. The product is [CH3:1][N:2]1[C:3](=[O:38])[C:4]2[NH:37][CH:36]=[C:35]3[CH2:41][N:19]([CH2:20][C:21]4[CH:26]=[CH:25][CH:24]=[CH:23][C:22]=4[O:27][CH2:28][C:29]4[CH:34]=[CH:33][CH:32]=[CH:31][N:30]=4)[C:9]4[CH:10]=[CH:11][C:12]([CH2:14][S:15]([CH3:18])(=[O:17])=[O:16])=[CH:13][C:8]=4[C:6]([C:5]=23)=[CH:7]1. The yield is 0.440. (7) The reactants are [NH:1]1[CH2:5][CH2:4][CH2:3][CH2:2]1.[Cl:6][CH2:7][C:8](Cl)=[O:9].[OH-].[Na+]. The catalyst is C(Cl)Cl. The product is [Cl:6][CH2:7][C:8]([N:1]1[CH2:5][CH2:4][CH2:3][CH2:2]1)=[O:9]. The yield is 0.486.